From a dataset of Full USPTO retrosynthesis dataset with 1.9M reactions from patents (1976-2016). Predict the reactants needed to synthesize the given product. Given the product [CH3:8][CH2:9][CH2:2][CH:3]([CH3:6])[CH3:4].[C:14]([O:13][CH2:17][CH3:16])(=[O:5])[CH3:15], predict the reactants needed to synthesize it. The reactants are: Cl[C:2]1[CH:9]=[C:8](CO)C=[C:6](Cl)[C:3]=1[CH:4]=[O:5].[O:13]1[CH2:17][CH2:16][CH2:15][CH2:14]1.